Dataset: Forward reaction prediction with 1.9M reactions from USPTO patents (1976-2016). Task: Predict the product of the given reaction. (1) Given the reactants CC(OI1(OC(C)=O)(OC(C)=O)OC(=O)C2C=CC=CC1=2)=O.[Cl:23][C:24]1[S:28][C:27]([C:29]([NH:31][C:32]2[CH:40]=[CH:39][CH:38]=[C:37]3[C:33]=2[CH2:34][N:35]([CH2:42][C:43]2[CH:48]=[CH:47][CH:46]=[C:45]([CH2:49][OH:50])[CH:44]=2)[C:36]3=[O:41])=[O:30])=[CH:26][CH:25]=1.C(=O)(O)[O-].[Na+].C(OCC)(=O)C, predict the reaction product. The product is: [Cl:23][C:24]1[S:28][C:27]([C:29]([NH:31][C:32]2[CH:40]=[CH:39][CH:38]=[C:37]3[C:33]=2[CH2:34][N:35]([CH2:42][C:43]2[CH:48]=[CH:47][CH:46]=[C:45]([CH:49]=[O:50])[CH:44]=2)[C:36]3=[O:41])=[O:30])=[CH:26][CH:25]=1. (2) Given the reactants S(Cl)([Cl:3])=O.[CH:5]([C:8]1[N:9]=[C:10]([CH2:13]O)[NH:11][CH:12]=1)([CH3:7])[CH3:6], predict the reaction product. The product is: [Cl:3][CH2:13][C:10]1[NH:11][CH:12]=[C:8]([CH:5]([CH3:7])[CH3:6])[N:9]=1. (3) The product is: [CH2:34]([O:33][C:31]([C:30]1[CH:29]([C:28]([F:27])([F:36])[F:37])[O:12][C:11]2[C:3]([CH:1]=1)=[CH:4][C:5]([C:6]([OH:8])=[O:7])=[CH:9][C:10]=2[CH3:13])=[O:32])[CH3:35]. Given the reactants [CH:1]([C:3]1[CH:4]=[C:5]([CH:9]=[C:10]([CH3:13])[C:11]=1[OH:12])[C:6]([OH:8])=[O:7])=O.C([O-])([O-])=O.[K+].[K+].C(N(CC)CC)C.[F:27][C:28]([F:37])([F:36])/[CH:29]=[CH:30]/[C:31]([O:33][CH2:34][CH3:35])=[O:32].Cl, predict the reaction product.